Dataset: Full USPTO retrosynthesis dataset with 1.9M reactions from patents (1976-2016). Task: Predict the reactants needed to synthesize the given product. (1) Given the product [F:52][C:50]1[CH:49]=[CH:48][C:47]([C:53]([F:54])([F:56])[F:55])=[C:46]([CH:51]=1)[C:45]([N:42]1[CH2:41][CH2:40][N:39]([C:37](=[O:38])[CH2:36][NH:35][C:23]([N:10]2[CH:9]=[C:8]([C:2]3[CH:3]=[CH:4][CH:5]=[CH:6][CH:7]=3)[CH:12]=[N:11]2)=[O:25])[CH2:44][CH2:43]1)=[O:57], predict the reactants needed to synthesize it. The reactants are: Cl.[C:2]1([C:8]2[CH:9]=[N:10][NH:11][CH:12]=2)[CH:7]=[CH:6][CH:5]=[CH:4][CH:3]=1.CCN(C(C)C)C(C)C.Cl[C:23](Cl)([O:25]C(=O)OC(Cl)(Cl)Cl)Cl.Cl.[NH2:35][CH2:36][C:37]([N:39]1[CH2:44][CH2:43][N:42]([C:45](=[O:57])[C:46]2[CH:51]=[C:50]([F:52])[CH:49]=[CH:48][C:47]=2[C:53]([F:56])([F:55])[F:54])[CH2:41][CH2:40]1)=[O:38]. (2) Given the product [CH:1]1([NH:5][C:8]([C:10]2[C:14]([NH:15][C:16]([C:18]3[C:23]([NH:24][C:25]4[CH:26]=[N:27][CH:28]=[N:29][CH:30]=4)=[CH:22][CH:21]=[C:20]([CH:31]4[CH2:33][CH2:32]4)[N:19]=3)=[O:17])=[CH:13][N:12]([CH3:34])[N:11]=2)=[O:7])[CH2:4][CH2:3][CH2:2]1, predict the reactants needed to synthesize it. The reactants are: [CH:1]1([NH2:5])[CH2:4][CH2:3][CH2:2]1.C[O:7][C:8]([C:10]1[C:14]([NH:15][C:16]([C:18]2[C:23]([NH:24][C:25]3[CH:26]=[N:27][CH:28]=[N:29][CH:30]=3)=[CH:22][CH:21]=[C:20]([CH:31]3[CH2:33][CH2:32]3)[N:19]=2)=[O:17])=[CH:13][N:12]([CH3:34])[N:11]=1)=O. (3) Given the product [F:28][C:25]1[CH:24]=[CH:23][C:22]([C:14]2[C:15]([C:16]3[CH:17]=[CH:18][N:19]=[CH:20][CH:21]=3)=[C:11]([CH2:9][OH:8])[NH:12][CH:13]=2)=[CH:27][CH:26]=1, predict the reactants needed to synthesize it. The reactants are: [H-].[Al+3].[Li+].[H-].[H-].[H-].C[O:8][C:9]([C:11]1[NH:12][CH:13]=[C:14]([C:22]2[CH:27]=[CH:26][C:25]([F:28])=[CH:24][CH:23]=2)[C:15]=1[C:16]1[CH:21]=[CH:20][N:19]=[CH:18][CH:17]=1)=O. (4) Given the product [F:17][C:8]1[CH:9]=[C:10]([C:13]([F:16])([F:15])[F:14])[CH:11]=[CH:12][C:7]=1[C:6]1[O:5][CH:4]=[N:3][C:2]=1[CH3:18], predict the reactants needed to synthesize it. The reactants are: Br[C:2]1[N:3]=[CH:4][O:5][C:6]=1[C:7]1[CH:12]=[CH:11][C:10]([C:13]([F:16])([F:15])[F:14])=[CH:9][C:8]=1[F:17].[CH2:18](Cl)Cl.C[Zn]C.